From a dataset of Peptide-MHC class I binding affinity with 185,985 pairs from IEDB/IMGT. Regression. Given a peptide amino acid sequence and an MHC pseudo amino acid sequence, predict their binding affinity value. This is MHC class I binding data. (1) The MHC is HLA-A24:03 with pseudo-sequence HLA-A24:03. The binding affinity (normalized) is 1.00. The peptide sequence is MYLRFAERL. (2) The peptide sequence is FLGMESCGI. The MHC is HLA-A68:02 with pseudo-sequence HLA-A68:02. The binding affinity (normalized) is 0.251.